From a dataset of Peptide-MHC class II binding affinity with 134,281 pairs from IEDB. Regression. Given a peptide amino acid sequence and an MHC pseudo amino acid sequence, predict their binding affinity value. This is MHC class II binding data. (1) The peptide sequence is WLDAKSTWYGKPTGAGPKDN. The MHC is HLA-DPA10103-DPB10301 with pseudo-sequence HLA-DPA10103-DPB10301. The binding affinity (normalized) is 0.0540. (2) The peptide sequence is SNPNYLALLVKYVNG. The MHC is DRB1_1101 with pseudo-sequence DRB1_1101. The binding affinity (normalized) is 0.464.